This data is from Forward reaction prediction with 1.9M reactions from USPTO patents (1976-2016). The task is: Predict the product of the given reaction. (1) The product is: [C:1]([O:5][C:6]([N:8]1[CH2:13][CH2:12][CH:11]([N:14]2[C:18]([C:19]3[CH:24]=[CH:23][N:22]=[C:21]([S:47]([CH3:37])(=[O:50])=[O:48])[N:20]=3)=[C:17]([C:27]3[CH:28]=[CH:29][C:30]([F:33])=[CH:31][CH:32]=3)[C:16](=[O:34])[N:15]2[CH3:35])[CH2:10][CH2:9]1)=[O:7])([CH3:4])([CH3:2])[CH3:3]. Given the reactants [C:1]([O:5][C:6]([N:8]1[CH2:13][CH2:12][CH:11]([N:14]2[C:18]([C:19]3[CH:24]=[CH:23][N:22]=[C:21](SC)[N:20]=3)=[C:17]([C:27]3[CH:32]=[CH:31][C:30]([F:33])=[CH:29][CH:28]=3)[C:16](=[O:34])[N:15]2[CH3:35])[CH2:10][CH2:9]1)=[O:7])([CH3:4])([CH3:3])[CH3:2].Cl[C:37]1C=CC=C(C(OO)=O)C=1.[S:47](=[O:50])(O)[O-:48].[Na+], predict the reaction product. (2) The product is: [CH:1]([O:4][C:5]1[CH:13]=[CH:12][CH:11]=[CH:10][C:6]=1[C:7]([NH:14][C:15]1[CH:16]=[CH:17][C:18]([N+:25]([O-:27])=[O:26])=[C:19]([C:21]([F:22])([F:23])[F:24])[CH:20]=1)=[O:8])([CH3:3])[CH3:2]. Given the reactants [CH:1]([O:4][C:5]1[CH:13]=[CH:12][CH:11]=[CH:10][C:6]=1[C:7](Cl)=[O:8])([CH3:3])[CH3:2].[NH2:14][C:15]1[CH:16]=[CH:17][C:18]([N+:25]([O-:27])=[O:26])=[C:19]([C:21]([F:24])([F:23])[F:22])[CH:20]=1.C(N(CC)CC)C, predict the reaction product. (3) The product is: [F:32][C:20]1[C:21]([N:23]2[C@@H:27]([C@H:28]([OH:30])[CH3:29])[CH2:26][O:25][C:24]2=[O:31])=[N:22][C:17]([NH:16][C@H:14]([C:4]2[CH:5]=[N:6][C:7]([O:8][CH2:9][C:10]([F:12])([F:13])[F:11])=[CH:2][CH:3]=2)[CH3:15])=[N:18][CH:19]=1. Given the reactants Cl[C:2]1[CH:3]=[C:4]([C@@H:14]([NH:16][C:17]2[N:22]=[C:21]([N:23]3[C@@H:27]([C@H:28]([OH:30])[CH3:29])[CH2:26][O:25][C:24]3=[O:31])[C:20]([F:32])=[CH:19][N:18]=2)[CH3:15])[CH:5]=[N:6][C:7]=1[O:8][CH2:9][C:10]([F:13])([F:12])[F:11], predict the reaction product. (4) Given the reactants [C:1]1([C:7]2[NH:8][C:9]([C:12]([OH:14])=O)=[CH:10][N:11]=2)[CH:6]=[CH:5][CH:4]=[CH:3][CH:2]=1.[CH2:15]([O:17][C:18](=[O:27])[CH2:19][C:20]1[CH:25]=[CH:24][CH:23]=[C:22]([NH2:26])[CH:21]=1)[CH3:16], predict the reaction product. The product is: [CH2:15]([O:17][C:18](=[O:27])[CH2:19][C:20]1[CH:25]=[CH:24][CH:23]=[C:22]([NH:26][C:12]([C:9]2[NH:8][C:7]([C:1]3[CH:2]=[CH:3][CH:4]=[CH:5][CH:6]=3)=[N:11][CH:10]=2)=[O:14])[CH:21]=1)[CH3:16]. (5) Given the reactants [C:1]([C:5]([C:8]([O:11][C:12](C(OC(=C(F)F)F)(F)F)([C:14]([F:17])([F:16])[F:15])[F:13])([F:10])[F:9])([F:7])[F:6])([F:4])([F:3])F.C(C(C(OC(C(OC([C:51]([O:53]C)=[O:52])(F)F)(F)F)(C(F)(F)F)F)(F)F)(F)F)(F)(F)F.[NH3:55].C(OC=C)=C, predict the reaction product. The product is: [C:14]([CH:12]([O:11][C:8]([C:5]([C:1]([C:51]([O-:53])=[O:52])([F:3])[F:4])([F:6])[F:7])([F:9])[F:10])[F:13])([F:15])([F:16])[F:17].[NH4+:55].